This data is from Forward reaction prediction with 1.9M reactions from USPTO patents (1976-2016). The task is: Predict the product of the given reaction. (1) Given the reactants C([O:3][C:4]([C:6]1[N:10]([CH2:11][C:12](=O)[C:13]([CH3:16])([CH3:15])[CH3:14])[C:9](=[O:18])[N:8]([C:19]([CH3:22])([CH3:21])[CH3:20])[N:7]=1)=O)C.C([O-])(=O)C.[NH4+:27], predict the reaction product. The product is: [C:19]([N:8]1[C:9](=[O:18])[N:10]2[CH:11]=[C:12]([C:13]([CH3:16])([CH3:15])[CH3:14])[NH:27][C:4](=[O:3])[C:6]2=[N:7]1)([CH3:22])([CH3:21])[CH3:20]. (2) Given the reactants [CH3:1][C:2]1[CH:7]=[C:6]([N+:8]([O-])=O)[C:5]([CH3:11])=[CH:4][N+:3]=1[O-], predict the reaction product. The product is: [CH3:1][C:2]1[CH:7]=[C:6]([NH2:8])[C:5]([CH3:11])=[CH:4][N:3]=1. (3) Given the reactants [CH3:1][C@@H:2]1[CH:11]=[CH:10][CH2:9][C:4]2([CH2:8][CH2:7][CH2:6][CH2:5]2)[C@H:3]1[C:12](=[O:16])/[CH:13]=[CH:14]/[CH3:15], predict the reaction product. The product is: [CH3:1][C@@H:2]1[CH2:11][CH2:10][CH2:9][C:4]2([CH2:8][CH2:7][CH2:6][CH2:5]2)[C@H:3]1[C:12](=[O:16])[CH2:13][CH2:14][CH3:15]. (4) Given the reactants [NH2:1][C:2]1[N:10]=[C:9]2[N:4]([N:5]=[C:6]([C:11]3[CH:16]=[CH:15][C:14]([NH:17][C:18](=[O:27])[CH2:19][C:20]4[CH:25]=[CH:24][C:23]([F:26])=[CH:22][CH:21]=4)=[CH:13][CH:12]=3)[CH:7]=[CH:8]2)[N:3]=1.Br[C:29]1[CH:34]=[CH:33][C:32]([C:35]([N:37]2[CH2:42][CH2:41][O:40][CH2:39][CH2:38]2)=[O:36])=[CH:31][C:30]=1[O:43][CH3:44].CC(C1C=C(C(C)C)C(C2C=CC=CC=2P(C2CCCCC2)C2CCCCC2)=C(C(C)C)C=1)C, predict the reaction product. The product is: [F:26][C:23]1[CH:24]=[CH:25][C:20]([CH2:19][C:18]([NH:17][C:14]2[CH:13]=[CH:12][C:11]([C:6]3[CH:7]=[CH:8][C:9]4[N:4]([N:3]=[C:2]([NH:1][C:29]5[CH:34]=[CH:33][C:32]([C:35]([N:37]6[CH2:38][CH2:39][O:40][CH2:41][CH2:42]6)=[O:36])=[CH:31][C:30]=5[O:43][CH3:44])[N:10]=4)[N:5]=3)=[CH:16][CH:15]=2)=[O:27])=[CH:21][CH:22]=1. (5) Given the reactants [CH3:1][C:2]1[NH:3][C:4](=[O:26])[C:5]([CH2:11][C:12]2[CH:17]=[CH:16][C:15]([C:18]3[C:19]([C:24]#[N:25])=[CH:20][CH:21]=[CH:22][CH:23]=3)=[CH:14][CH:13]=2)=[C:6]([CH2:8][CH2:9][CH3:10])[N:7]=1.[C:27]([C:30]1[CH:35]=[CH:34][C:33](B(O)O)=[CH:32][CH:31]=1)(=[O:29])[CH3:28].C(N(CC)CC)C.N1C=CC=CC=1, predict the reaction product. The product is: [C:27]([C:30]1[CH:35]=[CH:34][C:33]([N:3]2[C:4](=[O:26])[C:5]([CH2:11][C:12]3[CH:17]=[CH:16][C:15]([C:18]4[C:19]([C:24]#[N:25])=[CH:20][CH:21]=[CH:22][CH:23]=4)=[CH:14][CH:13]=3)=[C:6]([CH2:8][CH2:9][CH3:10])[N:7]=[C:2]2[CH3:1])=[CH:32][CH:31]=1)(=[O:29])[CH3:28].